From a dataset of Orexin1 receptor HTS with 218,158 compounds and 233 confirmed actives. Binary Classification. Given a drug SMILES string, predict its activity (active/inactive) in a high-throughput screening assay against a specified biological target. (1) The drug is O=C(Nc1c(cccc1)C(=O)N\N=C\c1ccc([N+]([O-])=O)cc1)C(C)C. The result is 0 (inactive). (2) The molecule is Fc1ccc(C(=O)CCC(=O)NN2C(=O)C3(NC2=O)CCCCC3)cc1. The result is 0 (inactive). (3) The drug is o1c(CCCO)cc2c(c1=O)cc(cc2)C#Cc1cc(OC)cc(OC)c1. The result is 0 (inactive). (4) The result is 0 (inactive). The molecule is S(CC(=O)N1CCCCC1)c1oc(nn1)c1ccccc1. (5) The molecule is O(c1ccc(CNCc2cccnc2)cc1)Cc1ccccc1. The result is 0 (inactive). (6) The drug is Clc1c(nc(N(CCOC)CCOC)nc1)C(=O)c1n2c(cc1C)cccc2. The result is 0 (inactive). (7) The result is 0 (inactive). The molecule is S=c1n(c(n[nH]1)CC(=O)Nc1ccccc1)C. (8) The molecule is S(=O)(=O)(N1CCCCC1)c1cc(NC(=O)c2ncccc2)c(cc1)C. The result is 0 (inactive). (9) The compound is O1C(C(CN(C(CO)C)C(=O)c2c1c(NC(=O)Nc1ccc(OC)cc1)ccc2)C)CN(C(=O)NC1CCCCC1)C. The result is 0 (inactive). (10) The molecule is O=C(NNc1n2nc(nc2c2c(n1)cccc2)c1ccccc1)CCC(=O)NCC=C. The result is 1 (active).